The task is: Predict the reaction yield, written as a fraction of the theoretical maximum amount of product (1.0 means a 100% yield; for example, 0.34 means a 34% yield).. This data is from Reaction yield outcomes from USPTO patents with 853,638 reactions. The reactants are [CH2:1]([C:5]1[NH:10][C:9](=[O:11])[CH:8]=[C:7]([CH3:12])[N:6]=1)[CH2:2][CH2:3][CH3:4].Br[CH2:14][C:15]1[CH:20]=[CH:19][C:18]([C:21]2[C:22]([C:27]#[N:28])=[CH:23][CH:24]=[CH:25][CH:26]=2)=[CH:17][C:16]=1[F:29].C(=O)([O-])[O-].[K+].[K+]. The catalyst is C(#N)C. The product is [CH2:1]([C:5]1[N:10]([CH2:14][C:15]2[CH:20]=[CH:19][C:18]([C:21]3[C:22]([C:27]#[N:28])=[CH:23][CH:24]=[CH:25][CH:26]=3)=[CH:17][C:16]=2[F:29])[C:9](=[O:11])[CH:8]=[C:7]([CH3:12])[N:6]=1)[CH2:2][CH2:3][CH3:4]. The yield is 0.290.